From a dataset of Forward reaction prediction with 1.9M reactions from USPTO patents (1976-2016). Predict the product of the given reaction. (1) Given the reactants Cl[C:2]1[N:7]=[C:6]([CH3:8])[N:5]=[C:4]([NH2:9])[C:3]=1[NH2:10].O1CCO[CH:13](O)[CH:12]1O.[CH3:19][O:20][C:21]1[CH:26]=[CH:25][C:24]([CH:27]([NH2:29])[CH3:28])=[CH:23][CH:22]=1.C(N(CC)CC)C, predict the reaction product. The product is: [CH3:19][O:20][C:21]1[CH:26]=[CH:25][C:24]([CH:27]([NH:29][C:2]2[C:3]3[C:4](=[N:9][CH:12]=[CH:13][N:10]=3)[N:5]=[C:6]([CH3:8])[N:7]=2)[CH3:28])=[CH:23][CH:22]=1. (2) The product is: [Br:1][C:2]1[C:7]([CH3:8])=[N:6][C:5]([C:9]2[N:10]=[CH:13][NH:12][N:11]=2)=[CH:4][CH:3]=1. Given the reactants [Br:1][C:2]1[CH:3]=[CH:4][C:5]([C:9](=[N:11][NH2:12])[NH2:10])=[N:6][C:7]=1[CH3:8].[CH:13](O)=O, predict the reaction product. (3) Given the reactants [BH4-].[Na+].[N+:3]([C:6]1[CH:11]=[CH:10][C:9]([CH2:12][C:13](=[O:20])[CH2:14][C:15]([O:17][CH2:18][CH3:19])=[O:16])=[CH:8][CH:7]=1)([O-:5])=[O:4].Cl, predict the reaction product. The product is: [N+:3]([C:6]1[CH:7]=[CH:8][C:9]([CH2:12][CH:13]([OH:20])[CH2:14][C:15]([O:17][CH2:18][CH3:19])=[O:16])=[CH:10][CH:11]=1)([O-:5])=[O:4]. (4) Given the reactants [Br:1][C:2]1[C:3]([OH:19])=[C:4]([CH2:9][NH:10][NH:11]C(OC(C)(C)C)=O)[CH:5]=[C:6]([Cl:8])[CH:7]=1.Cl, predict the reaction product. The product is: [ClH:8].[Br:1][C:2]1[CH:7]=[C:6]([Cl:8])[CH:5]=[C:4]([CH2:9][NH:10][NH2:11])[C:3]=1[OH:19]. (5) Given the reactants [CH3:1][N:2]1[CH:6]=[CH:5][C:4]([NH:7][C:8]([C:10]2[CH:15]=[C:14]([C:16]#[C:17][Si](C)(C)C)[CH:13]=[C:12]([CH3:22])[N:11]=2)=[O:9])=[N:3]1.C(=O)([O-])[O-].[K+].[K+].O, predict the reaction product. The product is: [CH3:1][N:2]1[CH:6]=[CH:5][C:4]([NH:7][C:8]([C:10]2[CH:15]=[C:14]([C:16]#[CH:17])[CH:13]=[C:12]([CH3:22])[N:11]=2)=[O:9])=[N:3]1. (6) The product is: [CH2:16]([C:23]1[N:27]=[C:26]([NH:28][C:2]2[CH:3]=[CH:4][C:5]([N:10]3[CH:14]=[C:13]([CH3:15])[N:12]=[CH:11]3)=[C:6]([CH:9]=2)[C:7]#[N:8])[S:25][N:24]=1)[C:17]1[CH:18]=[CH:19][CH:20]=[CH:21][CH:22]=1. Given the reactants Br[C:2]1[CH:3]=[CH:4][C:5]([N:10]2[CH:14]=[C:13]([CH3:15])[N:12]=[CH:11]2)=[C:6]([CH:9]=1)[C:7]#[N:8].[CH2:16]([C:23]1[N:27]=[C:26]([NH2:28])[S:25][N:24]=1)[C:17]1[CH:22]=[CH:21][CH:20]=[CH:19][CH:18]=1, predict the reaction product. (7) Given the reactants [F:1][C:2]1[CH:10]=[C:9]([CH3:11])[CH:8]=[CH:7][C:3]=1[C:4]([OH:6])=[O:5].[Br:12]Br.S([O-])([O-])(=O)=S.[Na+].[Na+], predict the reaction product. The product is: [Br:12][C:8]1[C:9]([CH3:11])=[CH:10][C:2]([F:1])=[C:3]([CH:7]=1)[C:4]([OH:6])=[O:5]. (8) Given the reactants [OH:1][C@:2]([CH2:10][CH2:11][C:12]1[CH:17]=[CH:16][CH:15]=[CH:14][CH:13]=1)([CH:7]([CH3:9])[CH3:8])[CH2:3][C:4]([OH:6])=[O:5].Cl.C[C@@H](N)C1C=CC=CC=1, predict the reaction product. The product is: [OH:1][C@@:2]([CH2:10][CH2:11][C:12]1[CH:13]=[CH:14][CH:15]=[CH:16][CH:17]=1)([CH:7]([CH3:8])[CH3:9])[CH2:3][C:4]([OH:6])=[O:5]. (9) Given the reactants [NH:1]1[CH2:4][CH:3]([CH2:5][C:6]2[N:7]([CH3:32])[C:8]3[C:13]([N:14]=2)=[C:12]([N:15]2[CH2:20][CH2:19][O:18][CH2:17][CH2:16]2)[N:11]=[C:10]([N:21]2[C:25]4[CH:26]=[CH:27][CH:28]=[CH:29][C:24]=4[N:23]=[C:22]2[CH2:30][CH3:31])[N:9]=3)[CH2:2]1.Br[CH2:34][C:35]([NH2:37])=[O:36], predict the reaction product. The product is: [CH2:30]([C:22]1[N:21]([C:10]2[N:9]=[C:8]3[C:13]([N:14]=[C:6]([CH2:5][CH:3]4[CH2:2][N:1]([CH2:34][C:35]([NH2:37])=[O:36])[CH2:4]4)[N:7]3[CH3:32])=[C:12]([N:15]3[CH2:20][CH2:19][O:18][CH2:17][CH2:16]3)[N:11]=2)[C:25]2[CH:26]=[CH:27][CH:28]=[CH:29][C:24]=2[N:23]=1)[CH3:31].